From a dataset of NCI-60 drug combinations with 297,098 pairs across 59 cell lines. Regression. Given two drug SMILES strings and cell line genomic features, predict the synergy score measuring deviation from expected non-interaction effect. (1) Drug 1: C1=CN(C(=O)N=C1N)C2C(C(C(O2)CO)O)O.Cl. Drug 2: CC1CCCC2(C(O2)CC(NC(=O)CC(C(C(=O)C(C1O)C)(C)C)O)C(=CC3=CSC(=N3)C)C)C. Cell line: CAKI-1. Synergy scores: CSS=35.9, Synergy_ZIP=-13.7, Synergy_Bliss=-10.8, Synergy_Loewe=-2.36, Synergy_HSA=-0.718. (2) Drug 1: C1C(C(OC1N2C=C(C(=O)NC2=O)F)CO)O. Drug 2: CN1C(=O)N2C=NC(=C2N=N1)C(=O)N. Cell line: NCI-H522. Synergy scores: CSS=14.3, Synergy_ZIP=-7.21, Synergy_Bliss=1.83, Synergy_Loewe=-18.5, Synergy_HSA=0.679. (3) Drug 1: C1CC(C1)(C(=O)O)C(=O)O.[NH2-].[NH2-].[Pt+2]. Cell line: CAKI-1. Drug 2: CC1=C(C=C(C=C1)NC(=O)C2=CC=C(C=C2)CN3CCN(CC3)C)NC4=NC=CC(=N4)C5=CN=CC=C5. Synergy scores: CSS=-3.84, Synergy_ZIP=1.14, Synergy_Bliss=-3.98, Synergy_Loewe=-7.54, Synergy_HSA=-7.99. (4) Drug 1: C1CC(=O)NC(=O)C1N2C(=O)C3=CC=CC=C3C2=O. Drug 2: CC1CCCC2(C(O2)CC(NC(=O)CC(C(C(=O)C(C1O)C)(C)C)O)C(=CC3=CSC(=N3)C)C)C. Cell line: MCF7. Synergy scores: CSS=23.5, Synergy_ZIP=-0.256, Synergy_Bliss=-2.43, Synergy_Loewe=-23.7, Synergy_HSA=-2.85. (5) Drug 1: CC1=C2C(C(=O)C3(C(CC4C(C3C(C(C2(C)C)(CC1OC(=O)C(C(C5=CC=CC=C5)NC(=O)OC(C)(C)C)O)O)OC(=O)C6=CC=CC=C6)(CO4)OC(=O)C)OC)C)OC. Drug 2: CN(C)N=NC1=C(NC=N1)C(=O)N. Cell line: EKVX. Synergy scores: CSS=25.9, Synergy_ZIP=-14.3, Synergy_Bliss=-9.35, Synergy_Loewe=-65.5, Synergy_HSA=-10.4.